This data is from HIV replication inhibition screening data with 41,000+ compounds from the AIDS Antiviral Screen. The task is: Binary Classification. Given a drug SMILES string, predict its activity (active/inactive) in a high-throughput screening assay against a specified biological target. (1) The drug is S=C1NC2=C(COCC2=Cc2cccc(Cl)c2)C(c2cccc(Cl)c2)N1. The result is 0 (inactive). (2) The compound is Brc1ccccc1C1SCc2nc3ncccc3n21. The result is 0 (inactive). (3) The molecule is Cc1cn(C2CC(NO)C(CO)O2)c(=O)[nH]c1=O. The result is 1 (active). (4) The drug is CN(C)c1ccc(C=C(C#N)C(=O)c2ccccc2)cc1. The result is 0 (inactive). (5) The compound is COc1ccc2c(c1)OC(OC)(c1ccc(OC)c(OC)c1)C(O)(OC)C2=O. The result is 0 (inactive). (6) The compound is COC12OC3(C(CO[Si](C)(C)C(C)(C)C)OC(=O)C3C1S(=O)(=O)c1ccccc1)C1OC12. The result is 0 (inactive). (7) The compound is CSCC(NC(=O)COc1cccc2cnccc12)C(=O)NC(Cc1ccccc1)C(O)C(=O)N1CSCC1C(=O)NC(C)(C)C. The result is 1 (active).